The task is: Predict the reactants needed to synthesize the given product.. This data is from Full USPTO retrosynthesis dataset with 1.9M reactions from patents (1976-2016). Given the product [Br:1][C:2]1[CH:3]=[C:4]([O:28][C:29]2[CH:34]=[CH:33][CH:32]=[CH:31][CH:30]=2)[C:5]([NH:8][C:9]2[S:10][CH:11]=[C:12]([CH2:14][CH:15]3[CH2:19][CH2:18][NH:17][C:16]3=[O:27])[N:13]=2)=[N:6][CH:7]=1, predict the reactants needed to synthesize it. The reactants are: [Br:1][C:2]1[CH:3]=[C:4]([O:28][C:29]2[CH:34]=[CH:33][CH:32]=[CH:31][CH:30]=2)[C:5]([NH:8][C:9]2[S:10][CH:11]=[C:12]([CH2:14][CH:15]3[CH2:19][CH2:18][N:17](C(OC(C)(C)C)=O)[C:16]3=[O:27])[N:13]=2)=[N:6][CH:7]=1.Cl.